Dataset: Reaction yield outcomes from USPTO patents with 853,638 reactions. Task: Predict the reaction yield, written as a fraction of the theoretical maximum amount of product (1.0 means a 100% yield; for example, 0.34 means a 34% yield). (1) The reactants are Cl[C:2]1[C:11]2[C:6](=[CH:7][CH:8]=[CH:9][CH:10]=2)[N:5]=[CH:4][CH:3]=1.C([NH2:15])(=O)C.C([O-])([O-])=O.[K+].[K+]. No catalyst specified. The product is [NH2:15][C:2]1[C:11]2[C:6](=[CH:7][CH:8]=[CH:9][CH:10]=2)[N:5]=[CH:4][CH:3]=1. The yield is 0.600. (2) The reactants are [CH:1]1[C:9]2[C:8]3[CH:10]=[CH:11][CH:12]=[CH:13][C:7]=3[S:6](=O)[C:5]=2[CH:4]=[CH:3][CH:2]=1.[CH3:15][O:16][C:17]1[CH:25]=[CH:24][C:20]([C:21]([OH:23])=[O:22])=[CH:19][CH:18]=1.CS(O)(=O)=O.O=P12OP3(OP(OP(O3)(O1)=O)(=O)O2)=O.[I-:45].[Na+]. The catalyst is ClCCl.O. The product is [I-:45].[C:21]([C:20]1[CH:19]=[CH:18][C:17]([O:16][CH3:15])=[C:25]([S+:6]2[C:5]3[CH:4]=[CH:3][CH:2]=[CH:1][C:9]=3[C:8]3[CH:10]=[CH:11][CH:12]=[CH:13][C:7]2=3)[CH:24]=1)([OH:23])=[O:22]. The yield is 0.550. (3) The reactants are C([O:4][CH:5]([CH3:7])[CH3:6])(C)C.Cl.[CH3:9][O:10][C:11](N1CCC(=O)CC1)=[O:12].[CH2:20]([N:22](CC)[CH2:23]C)C.[C:38]([O:37][C:35](O[C:35]([O:37][C:38]([CH3:41])([CH3:40])[CH3:39])=[O:36])=[O:36])([CH3:41])([CH3:40])[CH3:39]. The product is [CH3:9][O:10][C:11]([CH:6]1[C:5](=[O:4])[CH2:7][CH2:23][N:22]([C:35]([O:37][C:38]([CH3:39])([CH3:40])[CH3:41])=[O:36])[CH2:20]1)=[O:12]. The yield is 0.950. The catalyst is O. (4) The reactants are [CH2:1]([O:8][CH2:9][CH:10]([CH2:12][O:13][C:14]([C:27]1[CH:32]=[CH:31][CH:30]=[CH:29][CH:28]=1)([C:21]1[CH:26]=[CH:25][CH:24]=[CH:23][CH:22]=1)[C:15]1[CH:20]=[CH:19][CH:18]=[CH:17][CH:16]=1)[OH:11])[C:2]1[CH:7]=[CH:6][CH:5]=[CH:4][CH:3]=1.C(N(CC)CC)C.[CH3:40][S:41](Cl)(=[O:43])=[O:42]. The catalyst is ClCCl. The product is [CH2:1]([O:8][CH2:9][CH:10]([O:11][S:41]([CH3:40])(=[O:43])=[O:42])[CH2:12][O:13][C:14]([C:27]1[CH:32]=[CH:31][CH:30]=[CH:29][CH:28]=1)([C:21]1[CH:22]=[CH:23][CH:24]=[CH:25][CH:26]=1)[C:15]1[CH:16]=[CH:17][CH:18]=[CH:19][CH:20]=1)[C:2]1[CH:3]=[CH:4][CH:5]=[CH:6][CH:7]=1. The yield is 0.720. (5) The catalyst is ClCCl. The reactants are FC(F)(F)C(O)=O.C(OC([NH:15][CH2:16][CH2:17][CH2:18][N:19]1[CH2:24][CH2:23][C:22]([CH3:31])([C:25]2[CH:30]=[CH:29][CH:28]=[CH:27][CH:26]=2)[CH2:21][CH2:20]1)O)(C)(C)C. The product is [CH3:31][C:22]1([C:25]2[CH:26]=[CH:27][CH:28]=[CH:29][CH:30]=2)[CH2:21][CH2:20][N:19]([CH2:18][CH2:17][CH2:16][NH2:15])[CH2:24][CH2:23]1. The yield is 0.980. (6) The reactants are [C:1]([CH2:3][C:4]([NH:6][C:7]1[CH:12]=[CH:11][C:10]([F:13])=[C:9]([CH3:14])[CH:8]=1)=[O:5])#[N:2].CO/[CH:17]=[CH:18]/[C:19](=O)[CH3:20].N12CCN(CC1)CC2.C(OCC)(=O)C. The catalyst is COCCOCCO.O. The product is [F:13][C:10]1[CH:11]=[CH:12][C:7]([N:6]2[C:19]([CH3:20])=[CH:18][CH:17]=[C:3]([C:1]#[N:2])[C:4]2=[O:5])=[CH:8][C:9]=1[CH3:14]. The yield is 0.340. (7) No catalyst specified. The yield is 0.220. The product is [F:17][C:3]1[C:2]([C:19]#[C:18][C@:20]2([OH:27])[CH2:24][CH2:23][N:22]([CH3:25])[C:21]2=[O:26])=[CH:7][CH:6]=[CH:5][C:4]=1[C:8]1[N:13]=[C:12]([C:14]([NH2:16])=[O:15])[CH:11]=[CH:10][N:9]=1. The reactants are Br[C:2]1[C:3]([F:17])=[C:4]([C:8]2[N:13]=[C:12]([C:14]([NH2:16])=[O:15])[CH:11]=[CH:10][N:9]=2)[CH:5]=[CH:6][CH:7]=1.[C:18]([C@:20]1([OH:27])[CH2:24][CH2:23][N:22]([CH3:25])[C:21]1=[O:26])#[CH:19]. (8) The reactants are [NH2:1][N+:2]1[C:7]([NH2:8])=[CH:6][CH:5]=[C:4]([C:9]([O:11][CH3:12])=[O:10])[CH:3]=1.CC1C=C(C)C=C(C)C=1S([O-])(=O)=O.[OH:26][C:27]1[CH:34]=[C:33]([CH3:35])[C:30]([CH:31]=O)=[C:29]([CH3:36])[CH:28]=1.C(N(CC)CC)C. The catalyst is CO. The product is [CH3:12][O:11][C:9]([C:4]1[CH:5]=[CH:6][C:7]2[N:2]([N:1]=[C:31]([C:30]3[C:33]([CH3:35])=[CH:34][C:27]([OH:26])=[CH:28][C:29]=3[CH3:36])[N:8]=2)[CH:3]=1)=[O:10]. The yield is 0.180. (9) The reactants are [F:1][C:2]1[CH:3]=[CH:4][C:5]([CH2:8][CH2:9][N:10]2[CH2:15][CH2:14][N:13]([C:16]3[CH:21]=[CH:20][C:19]4[C:22]5[CH2:23][NH:24][CH2:25][CH2:26][C:27]=5[O:28][C:18]=4[CH:17]=3)[C:12](=[O:29])[CH2:11]2)=[N:6][CH:7]=1.[ClH:30].CCOCC. The catalyst is CO. The product is [ClH:30].[F:1][C:2]1[CH:3]=[CH:4][C:5]([CH2:8][CH2:9][N:10]2[CH2:15][CH2:14][N:13]([C:16]3[CH:21]=[CH:20][C:19]4[C:22]5[CH2:23][NH:24][CH2:25][CH2:26][C:27]=5[O:28][C:18]=4[CH:17]=3)[C:12](=[O:29])[CH2:11]2)=[N:6][CH:7]=1. The yield is 1.00.